This data is from NCI-60 drug combinations with 297,098 pairs across 59 cell lines. The task is: Regression. Given two drug SMILES strings and cell line genomic features, predict the synergy score measuring deviation from expected non-interaction effect. (1) Drug 1: CC1CCC2CC(C(=CC=CC=CC(CC(C(=O)C(C(C(=CC(C(=O)CC(OC(=O)C3CCCCN3C(=O)C(=O)C1(O2)O)C(C)CC4CCC(C(C4)OC)O)C)C)O)OC)C)C)C)OC. Drug 2: CC1=C(C(=O)C2=C(C1=O)N3CC4C(C3(C2COC(=O)N)OC)N4)N. Cell line: CCRF-CEM. Synergy scores: CSS=34.5, Synergy_ZIP=-5.02, Synergy_Bliss=-1.71, Synergy_Loewe=-14.0, Synergy_HSA=-1.11. (2) Drug 1: CNC(=O)C1=CC=CC=C1SC2=CC3=C(C=C2)C(=NN3)C=CC4=CC=CC=N4. Drug 2: CN(CCCl)CCCl.Cl. Cell line: RPMI-8226. Synergy scores: CSS=-5.56, Synergy_ZIP=-4.93, Synergy_Bliss=1.36, Synergy_Loewe=-20.9, Synergy_HSA=-7.38. (3) Drug 1: CC(CN1CC(=O)NC(=O)C1)N2CC(=O)NC(=O)C2. Drug 2: C1C(C(OC1N2C=NC(=NC2=O)N)CO)O. Cell line: SN12C. Synergy scores: CSS=23.2, Synergy_ZIP=-7.32, Synergy_Bliss=-6.61, Synergy_Loewe=-6.10, Synergy_HSA=-6.15. (4) Drug 1: CNC(=O)C1=CC=CC=C1SC2=CC3=C(C=C2)C(=NN3)C=CC4=CC=CC=N4. Drug 2: C1CN1P(=S)(N2CC2)N3CC3. Cell line: EKVX. Synergy scores: CSS=5.91, Synergy_ZIP=-2.91, Synergy_Bliss=-2.48, Synergy_Loewe=-2.70, Synergy_HSA=-1.76. (5) Drug 1: CC1=CC=C(C=C1)C2=CC(=NN2C3=CC=C(C=C3)S(=O)(=O)N)C(F)(F)F. Drug 2: CCN(CC)CCCC(C)NC1=C2C=C(C=CC2=NC3=C1C=CC(=C3)Cl)OC. Cell line: SK-OV-3. Synergy scores: CSS=17.8, Synergy_ZIP=-2.73, Synergy_Bliss=3.30, Synergy_Loewe=-4.63, Synergy_HSA=1.06. (6) Drug 1: CC1=CC2C(CCC3(C2CCC3(C(=O)C)OC(=O)C)C)C4(C1=CC(=O)CC4)C. Drug 2: CC1=C2C(C(=O)C3(C(CC4C(C3C(C(C2(C)C)(CC1OC(=O)C(C(C5=CC=CC=C5)NC(=O)C6=CC=CC=C6)O)O)OC(=O)C7=CC=CC=C7)(CO4)OC(=O)C)O)C)OC(=O)C. Cell line: HCC-2998. Synergy scores: CSS=42.0, Synergy_ZIP=1.34, Synergy_Bliss=-0.386, Synergy_Loewe=-53.1, Synergy_HSA=-2.26. (7) Drug 1: C1CC(=O)NC(=O)C1N2CC3=C(C2=O)C=CC=C3N. Drug 2: C1CN1P(=S)(N2CC2)N3CC3. Cell line: TK-10. Synergy scores: CSS=2.66, Synergy_ZIP=0.984, Synergy_Bliss=2.72, Synergy_Loewe=-0.581, Synergy_HSA=2.36. (8) Drug 1: CC1OCC2C(O1)C(C(C(O2)OC3C4COC(=O)C4C(C5=CC6=C(C=C35)OCO6)C7=CC(=C(C(=C7)OC)O)OC)O)O. Drug 2: C1C(C(OC1N2C=NC3=C2NC=NCC3O)CO)O. Cell line: HT29. Synergy scores: CSS=6.49, Synergy_ZIP=-4.89, Synergy_Bliss=-1.40, Synergy_Loewe=-19.7, Synergy_HSA=-3.17.